This data is from Catalyst prediction with 721,799 reactions and 888 catalyst types from USPTO. The task is: Predict which catalyst facilitates the given reaction. (1) Reactant: [C:1]([C:3]1[CH:4]=[C:5]([CH:9]=[C:10]([O:12][C:13]([F:16])([F:15])[F:14])[CH:11]=1)C(O)=O)#[N:2].[NH:17]=[C:18](OC)[C:19]1C=C([CH:25]=[C:26](OC(F)(F)F)[CH:27]=1)C(O)=O.C(Cl)(=O)C(Cl)=O.C([N:43](CC)CC)C.[CH3:48][N:49](C)[CH:50]=[O:51]. Product: [C:1]([C:3]1[CH:4]=[C:5]([C:50]2[O:51][N:43]=[C:48]([C:25]3[CH:26]=[CH:27][CH:19]=[CH:18][N:17]=3)[N:49]=2)[CH:9]=[C:10]([O:12][C:13]([F:14])([F:15])[F:16])[CH:11]=1)#[N:2]. The catalyst class is: 4. (2) Reactant: [CH:1]1[C:10]2[C:5](=[C:6]([C:11]3[O:34][C:14]4=[C:15]([NH2:33])[N:16]=[CH:17][C:18]([C:19]5[CH:20]=[N:21][N:22]([CH2:24][CH2:25][O:26]C6CCCCO6)[CH:23]=5)=[C:13]4[CH:12]=3)[CH:7]=[CH:8][CH:9]=2)[CH:4]=[CH:3][N:2]=1.Cl. Product: [NH2:33][C:15]1[N:16]=[CH:17][C:18]([C:19]2[CH:20]=[N:21][N:22]([CH2:24][CH2:25][OH:26])[CH:23]=2)=[C:13]2[CH:12]=[C:11]([C:6]3[CH:7]=[CH:8][CH:9]=[C:10]4[C:5]=3[CH:4]=[CH:3][N:2]=[CH:1]4)[O:34][C:14]=12. The catalyst class is: 5.